From a dataset of Reaction yield outcomes from USPTO patents with 853,638 reactions. Predict the reaction yield, written as a fraction of the theoretical maximum amount of product (1.0 means a 100% yield; for example, 0.34 means a 34% yield). (1) The reactants are [C:1]([O:5][C:6]([NH:8][C@H:9]([CH2:29][C:30]1[CH:35]=[C:34]([F:36])[C:33]([F:37])=[CH:32][C:31]=1[F:38])[CH2:10][C:11]([N:13]1[CH2:18][CH2:17][N:16]2[C:19]([C:25]([F:28])([F:27])[F:26])=[N:20][C:21]([C:22]([OH:24])=O)=[C:15]2[CH2:14]1)=[O:12])=[O:7])([CH3:4])([CH3:3])[CH3:2].[NH:39]1[CH2:43][CH2:42][CH2:41][CH2:40]1.O=C1N([ClH]P([ClH]N2CCOC2=O)=O)CCO1.C(N(CC)CC)C. The catalyst is ClCCl. The product is [C:1]([O:5][C:6](=[O:7])[NH:8][C@H:9]([CH2:29][C:30]1[CH:35]=[C:34]([F:36])[C:33]([F:37])=[CH:32][C:31]=1[F:38])[CH2:10][C:11](=[O:12])[N:13]1[CH2:18][CH2:17][N:16]2[C:19]([C:25]([F:27])([F:26])[F:28])=[N:20][C:21]([C:22]([N:39]3[CH2:43][CH2:42][CH2:41][CH2:40]3)=[O:24])=[C:15]2[CH2:14]1)([CH3:4])([CH3:2])[CH3:3]. The yield is 0.740. (2) The reactants are C(OC(=O)[NH:7][C:8]1[CH:9]=[C:10]2[C:27](=[O:28])[NH:26][N:25]=[CH:24][C:12]3=[C:13]([C:17]4[CH:18]=[N:19][C:20]([CH3:23])=[CH:21][CH:22]=4)[NH:14][C:15]([CH:16]=1)=[C:11]23)(C)(C)C.[ClH:30]. No catalyst specified. The product is [Cl-:30].[CH3:23][C:20]1[N:19]=[CH:18][C:17]([C:13]2[NH:14][C:15]3[CH:16]=[C:8]([NH3+:7])[CH:9]=[C:10]4[C:27](=[O:28])[NH:26][N:25]=[CH:24][C:12]=2[C:11]=34)=[CH:22][CH:21]=1. The yield is 1.00.